Dataset: Full USPTO retrosynthesis dataset with 1.9M reactions from patents (1976-2016). Task: Predict the reactants needed to synthesize the given product. (1) Given the product [F:3][C:4]1[CH:9]=[CH:8][C:7]([C:10]2[O:27][C:13]3[CH:14]=[C:15]([NH:22][S:23]([CH3:26])(=[O:24])=[O:25])[C:16]4[O:20][CH:19]([CH3:21])[CH2:18][C:17]=4[C:12]=3[C:11]=2[C:28]([OH:30])=[O:29])=[CH:6][CH:5]=1, predict the reactants needed to synthesize it. The reactants are: [OH-].[Na+].[F:3][C:4]1[CH:9]=[CH:8][C:7]([C:10]2[O:27][C:13]3[CH:14]=[C:15]([NH:22][S:23]([CH3:26])(=[O:25])=[O:24])[C:16]4[O:20][CH:19]([CH3:21])[CH2:18][C:17]=4[C:12]=3[C:11]=2[C:28]([O:30]C)=[O:29])=[CH:6][CH:5]=1. (2) Given the product [Cl:35][C:34]1[CH:33]=[CH:32][CH:31]=[C:30]([Cl:36])[C:29]=1[CH2:28][CH2:27][CH2:26][N:23]1[CH:24]=[CH:25][N:20]2[CH:19]=[CH:18][C:17](=[O:38])[C:16]([OH:15])=[C:21]2[C:22]1=[O:37], predict the reactants needed to synthesize it. The reactants are: FC(F)(F)C(O)=O.C([O:15][C:16]1[C:17](=[O:38])[CH:18]=[CH:19][N:20]2[CH:25]=[CH:24][N:23]([CH2:26][CH2:27][CH2:28][C:29]3[C:34]([Cl:35])=[CH:33][CH:32]=[CH:31][C:30]=3[Cl:36])[C:22](=[O:37])[C:21]=12)C1C=CC=CC=1.